This data is from Full USPTO retrosynthesis dataset with 1.9M reactions from patents (1976-2016). The task is: Predict the reactants needed to synthesize the given product. (1) Given the product [NH2:1][C:2]1[S:3][C:4]([C:17]2[CH:22]=[CH:21][CH:20]=[C:19]([F:23])[CH:18]=2)=[C:5]([C:7]([N:9]2[CH2:14][C@H:13]3[C@H:11]([CH2:12]3)[C@H:10]2[CH2:15][NH:16][C:33]([C:26]2[N:27]3[CH:32]=[CH:31][CH:30]=[CH:29][C:28]3=[N:24][CH:25]=2)=[O:34])=[O:8])[N:6]=1, predict the reactants needed to synthesize it. The reactants are: [NH2:1][C:2]1[S:3][C:4]([C:17]2[CH:22]=[CH:21][CH:20]=[C:19]([F:23])[CH:18]=2)=[C:5]([C:7]([N:9]2[CH2:14][C@H:13]3[C@H:11]([CH2:12]3)[C@H:10]2[CH2:15][NH2:16])=[O:8])[N:6]=1.[N:24]1[CH:25]=[C:26]([C:33](O)=[O:34])[N:27]2[CH:32]=[CH:31][CH:30]=[CH:29][C:28]=12. (2) The reactants are: [CH2:1]([C:3]1[N:8]=[C:7]([NH2:9])[CH:6]=[CH:5][C:4]=1I)[CH3:2].[CH3:11][Si:12]([CH3:16])([CH3:15])[C:13]#[CH:14].C(N(CC)CC)C. Given the product [CH2:1]([C:3]1[N:8]=[C:7]([NH2:9])[CH:6]=[CH:5][C:4]=1[C:14]#[C:13][Si:12]([CH3:16])([CH3:15])[CH3:11])[CH3:2], predict the reactants needed to synthesize it.